This data is from NCI-60 drug combinations with 297,098 pairs across 59 cell lines. The task is: Regression. Given two drug SMILES strings and cell line genomic features, predict the synergy score measuring deviation from expected non-interaction effect. (1) Synergy scores: CSS=-4.79, Synergy_ZIP=5.19, Synergy_Bliss=-4.60, Synergy_Loewe=-5.42, Synergy_HSA=-6.15. Cell line: SN12C. Drug 2: COC1=C2C(=CC3=C1OC=C3)C=CC(=O)O2. Drug 1: CN(C(=O)NC(C=O)C(C(C(CO)O)O)O)N=O. (2) Drug 1: CCC1=CC2CC(C3=C(CN(C2)C1)C4=CC=CC=C4N3)(C5=C(C=C6C(=C5)C78CCN9C7C(C=CC9)(C(C(C8N6C)(C(=O)OC)O)OC(=O)C)CC)OC)C(=O)OC.C(C(C(=O)O)O)(C(=O)O)O. Drug 2: C1=NC2=C(N1)C(=S)N=CN2. Cell line: NCIH23. Synergy scores: CSS=45.2, Synergy_ZIP=-8.20, Synergy_Bliss=-4.67, Synergy_Loewe=-14.2, Synergy_HSA=-2.70. (3) Drug 1: CC1=C2C(C(=O)C3(C(CC4C(C3C(C(C2(C)C)(CC1OC(=O)C(C(C5=CC=CC=C5)NC(=O)C6=CC=CC=C6)O)O)OC(=O)C7=CC=CC=C7)(CO4)OC(=O)C)O)C)OC(=O)C. Drug 2: CC12CCC3C(C1CCC2OP(=O)(O)O)CCC4=C3C=CC(=C4)OC(=O)N(CCCl)CCCl.[Na+]. Cell line: MALME-3M. Synergy scores: CSS=46.3, Synergy_ZIP=9.47, Synergy_Bliss=9.54, Synergy_Loewe=-29.0, Synergy_HSA=9.97. (4) Drug 1: CCC(=C(C1=CC=CC=C1)C2=CC=C(C=C2)OCCN(C)C)C3=CC=CC=C3.C(C(=O)O)C(CC(=O)O)(C(=O)O)O. Drug 2: C1=NC(=NC(=O)N1C2C(C(C(O2)CO)O)O)N. Cell line: MDA-MB-231. Synergy scores: CSS=10.4, Synergy_ZIP=1.02, Synergy_Bliss=0.810, Synergy_Loewe=0.447, Synergy_HSA=0.719. (5) Drug 1: C1=CN(C=N1)CC(O)(P(=O)(O)O)P(=O)(O)O. Drug 2: CC1C(C(CC(O1)OC2CC(CC3=C2C(=C4C(=C3O)C(=O)C5=C(C4=O)C(=CC=C5)OC)O)(C(=O)CO)O)N)O.Cl. Cell line: SK-OV-3. Synergy scores: CSS=15.4, Synergy_ZIP=-0.762, Synergy_Bliss=0.218, Synergy_Loewe=-11.3, Synergy_HSA=0.612. (6) Drug 1: C1CCC(C1)C(CC#N)N2C=C(C=N2)C3=C4C=CNC4=NC=N3. Drug 2: C1=NC2=C(N=C(N=C2N1C3C(C(C(O3)CO)O)O)F)N. Cell line: TK-10. Synergy scores: CSS=5.63, Synergy_ZIP=-4.27, Synergy_Bliss=-5.76, Synergy_Loewe=-5.32, Synergy_HSA=-5.29. (7) Drug 1: CC1=C(C=C(C=C1)C(=O)NC2=CC(=CC(=C2)C(F)(F)F)N3C=C(N=C3)C)NC4=NC=CC(=N4)C5=CN=CC=C5. Drug 2: CS(=O)(=O)CCNCC1=CC=C(O1)C2=CC3=C(C=C2)N=CN=C3NC4=CC(=C(C=C4)OCC5=CC(=CC=C5)F)Cl. Cell line: HCC-2998. Synergy scores: CSS=-13.4, Synergy_ZIP=9.01, Synergy_Bliss=6.86, Synergy_Loewe=-9.81, Synergy_HSA=-9.86. (8) Drug 1: CC(C1=C(C=CC(=C1Cl)F)Cl)OC2=C(N=CC(=C2)C3=CN(N=C3)C4CCNCC4)N. Drug 2: CC12CCC3C(C1CCC2OP(=O)(O)O)CCC4=C3C=CC(=C4)OC(=O)N(CCCl)CCCl.[Na+]. Cell line: RXF 393. Synergy scores: CSS=1.13, Synergy_ZIP=-2.37, Synergy_Bliss=-3.40, Synergy_Loewe=-2.81, Synergy_HSA=-2.85. (9) Drug 1: C1=NNC2=C1C(=O)NC=N2. Drug 2: CC1C(C(CC(O1)OC2CC(CC3=C2C(=C4C(=C3O)C(=O)C5=CC=CC=C5C4=O)O)(C(=O)C)O)N)O. Cell line: SNB-75. Synergy scores: CSS=51.0, Synergy_ZIP=1.18, Synergy_Bliss=4.84, Synergy_Loewe=-25.0, Synergy_HSA=7.58.